This data is from Full USPTO retrosynthesis dataset with 1.9M reactions from patents (1976-2016). The task is: Predict the reactants needed to synthesize the given product. (1) Given the product [ClH:42].[ClH:1].[CH2:63]([N:62]([CH2:65][CH3:66])[CH2:61][CH2:60][NH:59][C:57]([C:21]1[C:22]2[C:17](=[C:16]([NH:25][C:26]3[CH:31]=[CH:30][C:29]([NH:32][S:33]([CH3:36])(=[O:35])=[O:34])=[CH:28][C:27]=3[O:37][CH3:38])[C:15]3[C:24]([N:23]=2)=[CH:11][CH:12]=[C:13]([I:39])[CH:14]=3)[CH:18]=[CH:19][CH:20]=1)=[O:58])[CH3:64], predict the reactants needed to synthesize it. The reactants are: [ClH:1].Cl.C(N(CC)CCNC([C:11]1[C:24]2[C:15](=[C:16]([NH:25][C:26]3[CH:31]=[CH:30][C:29]([NH:32][S:33]([CH3:36])(=[O:35])=[O:34])=[CH:28][C:27]=3[O:37][CH3:38])[C:17]3[C:22]([N:23]=2)=[CH:21][CH:20]=[CH:19][CH:18]=3)[CH:14]=[C:13]([I:39])[CH:12]=1)=O)C.[Cl:42]C1C2C(N=C3C=1C=CC=C3[C:57]([NH:59][CH2:60][CH2:61][N:62]([CH2:65][CH3:66])[CH2:63][CH3:64])=[O:58])=CC=C(I)C=2.[K+].[Br-].C(N(CC)CCNC(C1C=NC2C(=CC=C([Sn](CCCC)(CCCC)CCCC)C=2)N=1)=O)C.IC1C(C(OC)=O)=C(NC2C=CC=CC=2C(O)=O)C=CC=1.IC1C=C2C(=CC=1)N=C(C(OCC)=O)C=C2.Cl.Cl.C(N(CC)CCNC(C1N=C2C=CC(I)=CN2C=1)=O)C.C(N(CC)CCNC(C1N=C2C=CC=CN2C=1[Sn](CCCC)(CCCC)CCCC)=O)C.IC1C=CC=C2C=1N=C1C(=C2)C=CC=C1C(OC)=O.Cl.C(N(CC)CCNC(C1SC2C=CC=C(I)C=2C=1)=O)C. (2) Given the product [C:25]([C:22]1[CH:23]=[C:24]2[C:19](=[CH:20][C:21]=1[O:27][CH2:46][C@H:47]1[CH2:48][O:49]1)[N:18]=[CH:17][CH:16]=[C:15]2[O:14][C:11]1[CH:10]=[CH:9][C:8]([NH:28][C:29]([NH:31][CH:32]2[CH2:33][CH2:34]2)=[O:30])=[C:7]([CH3:6])[C:12]=1[CH3:13])#[N:26], predict the reactants needed to synthesize it. The reactants are: CN(C)C=O.[CH3:6][C:7]1[C:12]([CH3:13])=[C:11]([O:14][C:15]2[C:24]3[C:19](=[CH:20][C:21]([OH:27])=[C:22]([C:25]#[N:26])[CH:23]=3)[N:18]=[CH:17][CH:16]=2)[CH:10]=[CH:9][C:8]=1[NH:28][C:29]([NH:31][CH:32]1[CH2:34][CH2:33]1)=[O:30].CC1C=CC(S(O[CH2:46][C@@H:47]2[O:49][CH2:48]2)(=O)=O)=CC=1.C(=O)([O-])[O-].[K+].[K+]. (3) Given the product [NH2:25][C:4]1[CH:3]=[C:2]([F:1])[C:7]([N:8]2[CH2:13][CH2:12][O:11][CH2:10][CH2:9]2)=[CH:6][C:5]=1[N:14]1[CH2:18][C@H:17]([CH2:19][NH:20][C:21](=[O:23])[CH3:22])[O:16][C:15]1=[O:24], predict the reactants needed to synthesize it. The reactants are: [F:1][C:2]1[C:7]([N:8]2[CH2:13][CH2:12][O:11][CH2:10][CH2:9]2)=[CH:6][C:5]([N:14]2[CH2:18][C@H:17]([CH2:19][NH:20][C:21](=[O:23])[CH3:22])[O:16][C:15]2=[O:24])=[C:4]([N+:25]([O-])=O)[CH:3]=1.[H][H]. (4) Given the product [Cl:1][C:2]1[C:7]([F:8])=[C:6]([C:9]2[N:17]=[C:16]([C:18](=[NH:19])[NH:28][OH:29])[N:15]=[C:14]3[C:10]=2[N:11]([CH2:20][C@H:21]2[CH2:26][CH2:25][C@H:24]([CH3:27])[CH2:23][CH2:22]2)[CH:12]=[N:13]3)[CH:5]=[CH:4][N:3]=1, predict the reactants needed to synthesize it. The reactants are: [Cl:1][C:2]1[C:7]([F:8])=[C:6]([C:9]2[N:17]=[C:16]([C:18]#[N:19])[N:15]=[C:14]3[C:10]=2[N:11]([CH2:20][C@H:21]2[CH2:26][CH2:25][C@H:24]([CH3:27])[CH2:23][CH2:22]2)[CH:12]=[N:13]3)[CH:5]=[CH:4][N:3]=1.[NH2:28][OH:29]. (5) Given the product [CH3:22][O:21][C:18]1[CH:19]=[C:20]2[C:15](=[CH:16][CH:17]=1)[N:14]([CH3:23])[CH:13]=[C:12]2[C:10]1[N:9]([CH2:24][O:25][CH2:26][CH2:27][Si:28]([CH3:30])([CH3:29])[CH3:31])[C:6]2[N:7]=[CH:8][C:3]3[N:4]([C:35]([CH3:36])=[N:2][N:1]=3)[C:5]=2[CH:11]=1, predict the reactants needed to synthesize it. The reactants are: [NH:1]([C:3]1[N:4]=[C:5]2[CH:11]=[C:10]([C:12]3[C:20]4[C:15](=[CH:16][CH:17]=[C:18]([O:21][CH3:22])[CH:19]=4)[N:14]([CH3:23])[CH:13]=3)[N:9]([CH2:24][O:25][CH2:26][CH2:27][Si:28]([CH3:31])([CH3:30])[CH3:29])[C:6]2=[N:7][CH:8]=1)[NH2:2].C(Cl)Cl.[CH:35](=O)[CH3:36].N. (6) The reactants are: [NH2:1][C:2]1[CH:9]=[CH:8][CH:7]=[CH:6][C:3]=1[CH:4]=O.C(#N)[CH:11]([CH2:13][C:14]#[N:15])O.[NH:17]1CCCCC1. Given the product [NH2:15][C:14]1[C:13]([C:11]#[N:17])=[CH:4][C:3]2[C:2](=[CH:9][CH:8]=[CH:7][CH:6]=2)[N:1]=1, predict the reactants needed to synthesize it.